Dataset: Reaction yield outcomes from USPTO patents with 853,638 reactions. Task: Predict the reaction yield, written as a fraction of the theoretical maximum amount of product (1.0 means a 100% yield; for example, 0.34 means a 34% yield). The reactants are [CH2:1]([C:5]1[N:10]2[N:11]=[CH:12][N:13]=[C:9]2[N:8]([CH:14]2[CH2:19][CH2:18][C:17](=[O:20])[CH2:16][CH2:15]2)[C:7](=[O:21])[C:6]=1[CH2:22][C:23]1[CH:28]=[CH:27][C:26]([C:29]2[C:30]([C:35]#[N:36])=[CH:31][CH:32]=[CH:33][CH:34]=2)=[CH:25][C:24]=1[F:37])[CH2:2][CH2:3][CH3:4].O1CCCC1.[BH4-].[Na+]. The catalyst is CO. The product is [CH2:1]([C:5]1[N:10]2[N:11]=[CH:12][N:13]=[C:9]2[N:8]([C@H:14]2[CH2:19][CH2:18][C@H:17]([OH:20])[CH2:16][CH2:15]2)[C:7](=[O:21])[C:6]=1[CH2:22][C:23]1[CH:28]=[CH:27][C:26]([C:29]2[C:30]([C:35]#[N:36])=[CH:31][CH:32]=[CH:33][CH:34]=2)=[CH:25][C:24]=1[F:37])[CH2:2][CH2:3][CH3:4]. The yield is 0.820.